This data is from Full USPTO retrosynthesis dataset with 1.9M reactions from patents (1976-2016). The task is: Predict the reactants needed to synthesize the given product. (1) Given the product [Cl:1][C:2]1[C:3]([CH:11]([CH3:13])[CH3:12])=[N:4][N:5]([CH2:34][C:33]([N:30]2[CH2:29][CH2:28][N:27]([C:24]3[CH:25]=[CH:26][C:21]([Cl:20])=[C:22]([O:36][CH3:37])[CH:23]=3)[CH2:32][CH2:31]2)=[O:35])[C:6]=1[C:7]([F:8])([F:10])[F:9], predict the reactants needed to synthesize it. The reactants are: [Cl:1][C:2]1[C:3]([CH:11]([CH3:13])[CH3:12])=[N:4][NH:5][C:6]=1[C:7]([F:10])([F:9])[F:8].C([O-])([O-])=O.[K+].[K+].[Cl:20][C:21]1[CH:26]=[CH:25][C:24]([N:27]2[CH2:32][CH2:31][N:30]([C:33](=[O:35])[CH3:34])[CH2:29][CH2:28]2)=[CH:23][C:22]=1[O:36][CH3:37].CN(C=O)C. (2) Given the product [CH:25]([O:20][C:19](=[O:21])[C:18]1[CH:22]=[CH:23][C:15]([O:14][CH2:13][C:3]2[C:4]([C:7]3[CH:8]=[CH:9][CH:10]=[CH:11][CH:12]=3)=[N:5][O:6][C:2]=2[CH3:1])=[N:16][CH:17]=1)([CH3:26])[CH3:24], predict the reactants needed to synthesize it. The reactants are: [CH3:1][C:2]1[O:6][N:5]=[C:4]([C:7]2[CH:12]=[CH:11][CH:10]=[CH:9][CH:8]=2)[C:3]=1[CH2:13][O:14][C:15]1[CH:23]=[CH:22][C:18]([C:19]([OH:21])=[O:20])=[CH:17][N:16]=1.[CH3:24][CH:25](O)[CH3:26]. (3) Given the product [CH3:11][O:10][C:9]1[CH:8]=[CH:7][CH:6]=[C:5]2[C:4]=1[NH:3][C:16](=[S:15])[NH:17][CH:12]2[CH3:13], predict the reactants needed to synthesize it. The reactants are: [BH4-].[Na+].[NH2:3][C:4]1[C:9]([O:10][CH3:11])=[CH:8][CH:7]=[CH:6][C:5]=1[C:12](=O)[CH3:13].[S-:15][C:16]#[N:17].[K+].Cl. (4) Given the product [S:1]1[C:5]2[CH:6]=[CH:7][CH:8]=[CH:9][C:4]=2[N:3]=[C:2]1[CH:10]([C:33]1[CH:38]=[CH:37][CH:36]=[CH:35][C:34]=1[S:39][CH3:40])[NH:11][S:12]([C:15]1[CH:25]=[CH:24][C:18]2[O:19][CH2:20][CH2:21][CH2:22][O:23][C:17]=2[CH:16]=1)(=[O:14])=[O:13], predict the reactants needed to synthesize it. The reactants are: [S:1]1[C:5]2[CH:6]=[CH:7][CH:8]=[CH:9][C:4]=2[N:3]=[C:2]1[CH:10]=[N:11][S:12]([C:15]1[CH:25]=[CH:24][C:18]2[O:19][CH2:20][CH2:21][CH2:22][O:23][C:17]=2[CH:16]=1)(=[O:14])=[O:13].O1CCCC1.Br[Mg][C:33]1[CH:38]=[CH:37][CH:36]=[CH:35][C:34]=1[S:39][CH3:40]. (5) Given the product [CH3:23][C:20]1([CH3:24])[C:15]2[C:14]3[N:13]([C:12](=[O:25])[C:11](=[O:26])[N:10]([CH2:9][C@H:8]([OH:27])[C@H:7]([OH:28])[C@H:5]([OH:6])[CH2:4][OH:3])[C:19]=3[CH:18]=[CH:17][CH:16]=2)[CH2:22][CH2:21]1, predict the reactants needed to synthesize it. The reactants are: CC1(C)[O:6][C@@H:5]([C@@H:7]([OH:28])[C@@H:8]([OH:27])[CH2:9][N:10]2[C:19]3[CH:18]=[CH:17][CH:16]=[C:15]4[C:20]([CH3:24])([CH3:23])[CH2:21][CH2:22][N:13]([C:14]=34)[C:12](=[O:25])[C:11]2=[O:26])[CH2:4][O:3]1. (6) Given the product [CH:30]1([CH2:35][C:36]([N:14]([CH:13]2[CH:9]([C:4]3[CH:5]=[CH:6][C:7]([Cl:8])=[C:2]([Cl:1])[CH:3]=3)[CH2:10][N:11]([C:16]([CH:18]3[CH2:19][CH2:20][N:21]([C:24]([C:26]4([CH3:29])[CH2:28][CH2:27]4)=[O:25])[CH2:22][CH2:23]3)=[O:17])[CH2:12]2)[CH3:15])=[O:38])[CH2:31][CH2:32][CH2:33][CH2:34]1, predict the reactants needed to synthesize it. The reactants are: [Cl:1][C:2]1[CH:3]=[C:4]([CH:9]2[CH:13]([NH:14][CH3:15])[CH2:12][N:11]([C:16]([CH:18]3[CH2:23][CH2:22][N:21]([C:24]([C:26]4([CH3:29])[CH2:28][CH2:27]4)=[O:25])[CH2:20][CH2:19]3)=[O:17])[CH2:10]2)[CH:5]=[CH:6][C:7]=1[Cl:8].[CH:30]1([CH2:35][C:36]([OH:38])=O)[CH2:34][CH2:33][CH2:32][CH2:31]1. (7) Given the product [F:25][C:12]1[CH:13]=[C:8]([CH:7]2[CH2:6][CH2:5][N:4]([C:15]([O:17][CH2:18][C:19]3[CH:20]=[CH:21][CH:22]=[CH:23][CH:24]=3)=[O:16])[CH2:3][CH:2]2[OH:1])[CH:9]=[CH:10][C:11]=1[OH:14], predict the reactants needed to synthesize it. The reactants are: [OH:1][CH:2]1[CH:7]([C:8]2[CH:13]=[CH:12][C:11]([OH:14])=[CH:10][CH:9]=2)[CH2:6][CH2:5][N:4]([C:15]([O:17][CH2:18][C:19]2[CH:24]=[CH:23][CH:22]=[CH:21][CH:20]=2)=[O:16])[CH2:3]1.[F:25][B-](F)(F)F.F[B-](F)(F)F.F[N+]1C=CC=CC=1C1C=CC=C[N+]=1F.[Na].